The task is: Predict the reaction yield, written as a fraction of the theoretical maximum amount of product (1.0 means a 100% yield; for example, 0.34 means a 34% yield).. This data is from Reaction yield outcomes from USPTO patents with 853,638 reactions. The reactants are [NH:1]1[C:9]2[C:4](=[CH:5][CH:6]=[CH:7][CH:8]=2)[CH:3]=[CH:2]1.[H-].[Na+].[Br:12][CH2:13][C:14]1[CH:19]=[CH:18][CH:17]=[C:16]([CH2:20]Br)[CH:15]=1. The catalyst is CN(C=O)C. The product is [Br:12][CH2:13][C:14]1[CH:15]=[C:16]([CH:17]=[CH:18][CH:19]=1)[CH2:20][N:1]1[C:9]2[C:4](=[CH:5][CH:6]=[CH:7][CH:8]=2)[CH:3]=[CH:2]1. The yield is 0.150.